This data is from CYP2C9 inhibition data for predicting drug metabolism from PubChem BioAssay. The task is: Regression/Classification. Given a drug SMILES string, predict its absorption, distribution, metabolism, or excretion properties. Task type varies by dataset: regression for continuous measurements (e.g., permeability, clearance, half-life) or binary classification for categorical outcomes (e.g., BBB penetration, CYP inhibition). Dataset: cyp2c9_veith. (1) The drug is OC[C@@H](O)[C@@H](O)[C@@H](O)[C@@H](O)c1nc2ccc(Cl)cc2[nH]1. The result is 0 (non-inhibitor). (2) The drug is CCCCNC(=O)[C@@H]1Cc2ccccc2N1C(=O)[C@H](N)CC. The result is 0 (non-inhibitor). (3) The drug is O=S(=O)(O)c1ccc2cc(N=Nc3cc(S(=O)(=O)O)c4cccnc4c3O)ccc2c1. The result is 0 (non-inhibitor). (4) The drug is COc1ccc(OCC(=O)Nc2ccc(Cl)cc2C(=O)c2ccccc2)cc1. The result is 1 (inhibitor). (5) The drug is NCCC[C@@H](N)C(=O)O. The result is 0 (non-inhibitor). (6) The drug is c1cncc(-c2ccc3ncnc(NC4CCNCC4)c3c2)c1. The result is 0 (non-inhibitor). (7) The compound is COc1cc(C2SCCCCCCCCCCSC(c3ccc(O)c(OC)c3)SCCCCCCCCCCS2)ccc1O. The result is 0 (non-inhibitor). (8) The drug is CC(=O)N1N=C(c2ccc(C)o2)CC1c1ccc(Br)cc1. The result is 1 (inhibitor).